Binary Classification. Given a miRNA mature sequence and a target amino acid sequence, predict their likelihood of interaction. From a dataset of Experimentally validated miRNA-target interactions with 360,000+ pairs, plus equal number of negative samples. (1) The miRNA is ath-miR156f-5p with sequence UGACAGAAGAGAGUGAGCAC. The protein sequence of the target gene is MSALEKSMHLGRLPSRPPLPGSGGSQSGAKMRMGPGRKRDFTPVPWSQYFESMEDVEVENETGKDTFRVYKSGSEGPVLLLLHGGGHSALSWAVFTAAIISRVQCRIVALDLRGHGETKVKNSEDLSAETMAKDVGNVVEAMYGDLPPPVMLIGHSMGGAIAVHTAAANLVPSLLGLCMIDVVEGTAMDALNSMQNFLRGRPKTFKSLENAIEWSVKSGQIRNLESARVSMVGQVKQCEGITSPEGSKSIVEGIIEEEEEDEEGSESVNKRKKEDDMETKKDHPYTWRIELAKTEKYWDG.... Result: 0 (no interaction). (2) The miRNA is hsa-miR-2115-5p with sequence AGCUUCCAUGACUCCUGAUGGA. The protein sequence of the target gene is MIEVVAELSRGPVFLAGEALECVVTVTNPLPPTATSASSEALAWASAQIHCQFHASESRVALPPPDSSQPDVQPDSQTVFLPHRGERGQCILSTPPKILFCDLRLDPGESKSYSYSEVLPIEGPPSFRGQSVKYVYKLTIGCQRVNSPITLLRVPLRVLVLTGLQDVRFPQDEAVAPSSPFLEEDEGGKKDSWLAELAGERLMAATSCRSLHLYNISDGRGKVGTFGIFKSVYRLGEDVVGTLNLGEGTVACLQFSVSLQTEERVQPEYQRRRGAGGVPSVSHVTHARHQESCLHTTRTS.... Result: 1 (interaction). (3) The protein sequence of the target gene is MKQESAAPNTPPTSQSPTPSAQFPRNDGDPQALWIFGYGSLVWRPDFAYSDSRVGFVRGYSRRFWQGDTFHRGSDKMPGRVVTLLEDHEGCTWGVAYQVQGEQVSKALKYLNVREAVLGGYDTKEVTFYPQDAPDQPLKALAYVATPQNPGYLGPAPEEAIATQILACRGFSGHNLEYLLRLADFMQLCGPQAQDEHLAAIVDAVGTMLPCFCPTEQALALV. Result: 1 (interaction). The miRNA is hsa-miR-211-3p with sequence GCAGGGACAGCAAAGGGGUGC. (4) The miRNA is hsa-miR-3165 with sequence AGGUGGAUGCAAUGUGACCUCA. The protein sequence of the target gene is MRHEAPMQMASAQDARYGQKDSSDQNFDYMFKLLIIGNSSVGKTSFLFRYADDSFTSAFVSTVGIDFKVKTVFKNEKRIKLQIWDTAGQERYRTITTAYYRGAMGFILMYDITNEESFNAVQDWSTQIKTYSWDNAQVILVGNKCDMEDERVISTERGQHLGEQLGFEFFETSAKDNINVKQTFERLVDIICDKMSESLETDPAITAAKQNTRLKETPPPPQPNCAC. Result: 0 (no interaction). (5) The miRNA is hsa-miR-603 with sequence CACACACUGCAAUUACUUUUGC. The protein sequence of the target gene is MNSTLDGNQSSHPFCLLAFGYLETVNFCLLEVLIIVFLTVLIISGNIIVIFVFHCAPLLNHHTTSYFIQTMAYADLFVGVSCVVPSLSLLHHPLPVEESLTCQIFGFVVSVLKSVSMASLACISIDRYIAITKPLTYNTLVTPWRLRLCIFLIWLYSTLVFLPSFFHWGKPGYHGDVFQWCAESWHTDSYFTLFIVMMLYAPAALIVCFTYFNIFRICQQHTKDISERQARFSSQSGETGEVQACPDKRYAMVLFRITSVFYILWLPYIIYFLLESSTGHSNRFASFLTTWLAISNSFCN.... Result: 1 (interaction). (6) The miRNA is hsa-miR-320c with sequence AAAAGCUGGGUUGAGAGGGU. The protein sequence of the target gene is MSDQQLDCALDLMRRLPPQQIEKNLSDLIDLVPSLCEDLLSSVDQPLKIARDKVVGKDYLLCDYNRDGDSYRSPWSNKYDPPLEDGAMPSARLRKLEVEANNAFDQYRDLYFEGGVSSVYLWDLDHGFAGVILIKKAGDGSKKIKGCWDSIHVVEVQEKSSGRTAHYKLTSTVMLWLQTNKSGSGTMNLGGSLTRQMEKDETVSDCSPHIANIGRLVEDMENKIRSTLNEIYFGKTKDIVNGLRSLDAIPDNHKFKQLQRELSQVLTQRQVYIQPDN. Result: 0 (no interaction).